From a dataset of CYP1A2 inhibition data for predicting drug metabolism from PubChem BioAssay. Regression/Classification. Given a drug SMILES string, predict its absorption, distribution, metabolism, or excretion properties. Task type varies by dataset: regression for continuous measurements (e.g., permeability, clearance, half-life) or binary classification for categorical outcomes (e.g., BBB penetration, CYP inhibition). Dataset: cyp1a2_veith. (1) The drug is CCOC(=O)N/N=C\c1ccc([N+](=O)[O-])o1. The result is 1 (inhibitor). (2) The molecule is CC(=O)c1cc(C#N)c(Oc2cccc(C(F)(F)F)c2)nc1C. The result is 1 (inhibitor). (3) The drug is O=C(NC(=S)Nc1ccc(Oc2ccc(Cl)cc2)cc1)c1ccccc1. The result is 0 (non-inhibitor). (4) The result is 0 (non-inhibitor). The compound is COc1cccc([C@H](O)Cn2cc(-c3ccc(CON=C(C)C)cc3)nn2)c1. (5) The drug is CC(C)CN1CCC2(CC1)CCN(C(=O)c1cnccn1)CC2. The result is 0 (non-inhibitor).